Task: Predict which catalyst facilitates the given reaction.. Dataset: Catalyst prediction with 721,799 reactions and 888 catalyst types from USPTO (1) The catalyst class is: 1. Product: [F:18][C:15]1[CH:16]=[CH:17][C:12]([C:7]2[C:6]([CH2:4][OH:3])=[C:10]([CH3:11])[O:9][N:8]=2)=[N:13][CH:14]=1. Reactant: C([O:3][C:4]([C:6]1[C:7]([C:12]2[CH:17]=[CH:16][C:15]([F:18])=[CH:14][N:13]=2)=[N:8][O:9][C:10]=1[CH3:11])=O)C.[H-].[Al+3].[Li+].[H-].[H-].[H-].O.[OH-].[Na+]. (2) Reactant: [C:1]([O:5][C:6]([N:8]1[CH2:13][CH2:12][NH:11][CH:10]([CH3:14])[CH2:9]1)=[O:7])([CH3:4])([CH3:3])[CH3:2].CCN(C(C)C)C(C)C.[C:24]1([N:30]2[CH:34]=[N:33][C:32]([C:35](Cl)=[O:36])=[N:31]2)[CH:29]=[CH:28][CH:27]=[CH:26][CH:25]=1. Product: [C:1]([O:5][C:6]([N:8]1[CH2:13][CH2:12][N:11]([C:35]([C:32]2[N:33]=[CH:34][N:30]([C:24]3[CH:25]=[CH:26][CH:27]=[CH:28][CH:29]=3)[N:31]=2)=[O:36])[CH:10]([CH3:14])[CH2:9]1)=[O:7])([CH3:4])([CH3:2])[CH3:3]. The catalyst class is: 2. (3) Reactant: [N:1]1[C:10]2[C:5](=[CH:6][C:7]([NH2:11])=[CH:8][CH:9]=2)[CH:4]=[CH:3][CH:2]=1.[N:12]([O-])=O.[Na+].S(Cl)[Cl:17].O.O. Product: [ClH:17].[N:1]1[C:10]2[C:5](=[CH:6][C:7]([NH:11][NH2:12])=[CH:8][CH:9]=2)[CH:4]=[CH:3][CH:2]=1. The catalyst class is: 33. (4) Reactant: [CH2:1]([CH:3]([C:6]1[C:11]2[N:12]([CH3:16])[C:13](=O)[NH:14][C:10]=2[CH:9]=[CH:8][CH:7]=1)[CH2:4][CH3:5])[CH3:2].P(Br)(Br)([Br:19])=O. Product: [Br:19][C:13]1[N:12]([CH3:16])[C:11]2[C:6]([CH:3]([CH2:4][CH3:5])[CH2:1][CH3:2])=[CH:7][CH:8]=[CH:9][C:10]=2[N:14]=1. The catalyst class is: 11. (5) Reactant: [NH2:1][C:2]1[C:7]([C:8]2[O:12][N:11]=[C:10]([CH2:13][C:14]3[CH:19]=[CH:18][C:17]([OH:20])=[CH:16][CH:15]=3)[CH:9]=2)=[CH:6][CH:5]=[CH:4][N:3]=1.[OH-].[Na+].[CH:23]1([CH2:26]Br)[CH2:25][CH2:24]1.[I-].[Na+]. Product: [CH:23]1([CH2:26][O:20][C:17]2[CH:18]=[CH:19][C:14]([CH2:13][C:10]3[CH:9]=[C:8]([C:7]4[C:2]([NH2:1])=[N:3][CH:4]=[CH:5][CH:6]=4)[O:12][N:11]=3)=[CH:15][CH:16]=2)[CH2:25][CH2:24]1. The catalyst class is: 5. (6) Reactant: [CH2:1]([O:3][NH:4][C:5](=[O:11])[CH:6]([Br:10])[CH2:7][CH2:8]Br)[CH3:2].[H-].[Na+].BrC(CCBr)C(Br)=O. Product: [CH2:1]([O:3][N:4]1[CH2:8][CH2:7][CH:6]([Br:10])[C:5]1=[O:11])[CH3:2]. The catalyst class is: 48. (7) Reactant: [CH2:1]([O:8][C:9]1[C:10]([Cl:21])=[CH:11][C:12]([N+:18]([O-])=O)=[C:13]([CH2:15][C:16]#N)[CH:14]=1)[C:2]1[CH:7]=[CH:6][CH:5]=[CH:4][CH:3]=1.C(O)(=O)C.O. Product: [CH2:1]([O:8][C:9]1[CH:14]=[C:13]2[C:12](=[CH:11][C:10]=1[Cl:21])[NH:18][CH:16]=[CH:15]2)[C:2]1[CH:7]=[CH:6][CH:5]=[CH:4][CH:3]=1. The catalyst class is: 865.